This data is from Reaction yield outcomes from USPTO patents with 853,638 reactions. The task is: Predict the reaction yield, written as a fraction of the theoretical maximum amount of product (1.0 means a 100% yield; for example, 0.34 means a 34% yield). (1) The reactants are [C@H:1]1([NH2:8])[CH2:6][CH2:5][C@H:4]([NH2:7])[CH2:3][CH2:2]1.[C:9](O[C:9]([O:11][C:12]([CH3:15])([CH3:14])[CH3:13])=[O:10])([O:11][C:12]([CH3:15])([CH3:14])[CH3:13])=[O:10]. The catalyst is C(Cl)(Cl)Cl. The product is [C:12]([O:11][C:9]([NH:7][C@H:4]1[CH2:5][CH2:6][C@H:1]([NH2:8])[CH2:2][CH2:3]1)=[O:10])([CH3:15])([CH3:14])[CH3:13]. The yield is 0.710. (2) The reactants are [I:1][C:2]1[C:6]([C:7]([O:9]CC)=[O:8])=[CH:5][N:4]([CH:12]2[CH2:17][CH2:16][CH2:15][CH2:14][O:13]2)[N:3]=1.[Li+].[OH-]. The product is [I:1][C:2]1[C:6]([C:7]([OH:9])=[O:8])=[CH:5][N:4]([CH:12]2[CH2:17][CH2:16][CH2:15][CH2:14][O:13]2)[N:3]=1. The catalyst is C1COCC1.CO.O. The yield is 0.960. (3) The reactants are Br[CH2:2][C:3]1[CH:28]=[CH:27][C:6]2[N:7]3[C:24]([C:25]#[N:26])=[CH:23][CH:22]=[C:8]3[C:9]3([CH2:15][CH2:14][N:13](C(=O)C(F)(F)F)[CH2:12][CH2:11]3)[O:10][C:5]=2[CH:4]=1.[CH3:29][O-:30].[Na+]. No catalyst specified. The product is [CH3:29][O:30][CH2:2][C:3]1[CH:28]=[CH:27][C:6]2[N:7]3[C:24]([C:25]#[N:26])=[CH:23][CH:22]=[C:8]3[C:9]3([CH2:11][CH2:12][NH:13][CH2:14][CH2:15]3)[O:10][C:5]=2[CH:4]=1. The yield is 0.0400. (4) The reactants are [Cl:1][C:2]1[CH:15]=[C:14]([C:16]2[N:20]=[C:19]([C:21]3[N:22]=[C:23]4[C:28]([Cl:29])=[CH:27][C:26]([C:30]([F:33])([F:32])[F:31])=[CH:25][N:24]4[CH:34]=3)[O:18][N:17]=2)[C:13]([Cl:35])=[CH:12][C:3]=1[O:4][C@H:5]([CH3:11])[C:6](OCC)=[O:7].CC(C[AlH]CC(C)C)C. The catalyst is C(Cl)Cl. The product is [Cl:1][C:2]1[CH:15]=[C:14]([C:16]2[N:20]=[C:19]([C:21]3[N:22]=[C:23]4[C:28]([Cl:29])=[CH:27][C:26]([C:30]([F:33])([F:31])[F:32])=[CH:25][N:24]4[CH:34]=3)[O:18][N:17]=2)[C:13]([Cl:35])=[CH:12][C:3]=1[O:4][C@H:5]([CH3:11])[CH2:6][OH:7]. The yield is 0.160. (5) The reactants are [CH3:1][C:2]1[CH:8]=[CH:7][C:6]([N+:9]([O-:11])=[O:10])=[CH:5][C:3]=1[NH2:4].[N+:12]([O-:15])([OH:14])=[O:13].[N:16]#[C:17][NH2:18]. The catalyst is C(O)C. The product is [N+:12]([O-:15])([O-:14])=[O:13].[CH3:1][C:2]1[CH:8]=[CH:7][C:6]([N+:9]([O-:11])=[O:10])=[CH:5][C:3]=1[NH:4][C:17]([NH2:18])=[NH2+:16]. The yield is 0.340. (6) The reactants are [C:1]([C:5]1[CH:10]=[CH:9][C:8]([N+:11]([O-])=O)=[CH:7][C:6]=1[OH:14])([CH3:4])([CH3:3])[CH3:2].C([O-])=O.[NH4+]. The catalyst is CCO.[Pd]. The product is [C:1]([C:5]1[CH:10]=[CH:9][C:8]([NH2:11])=[CH:7][C:6]=1[OH:14])([CH3:4])([CH3:2])[CH3:3]. The yield is 0.870. (7) The reactants are [N+:1]([C:4]1[CH:9]=[CH:8][C:7]([C:10]2[O:11][CH:12]=[CH:13][N:14]=2)=[CH:6][CH:5]=1)([O-])=O. The catalyst is CO.[Pd]. The product is [O:11]1[CH:12]=[CH:13][N:14]=[C:10]1[C:7]1[CH:8]=[CH:9][C:4]([NH2:1])=[CH:5][CH:6]=1. The yield is 0.890.